From a dataset of Forward reaction prediction with 1.9M reactions from USPTO patents (1976-2016). Predict the product of the given reaction. (1) Given the reactants Br[C:2]1[CH:7]=[C:6]([CH2:8][CH2:9][CH2:10][CH3:11])[CH:5]=[CH:4][C:3]=1[NH:12][C:13](=[O:15])[CH3:14].[C:16]([Cu])#[N:17], predict the reaction product. The product is: [CH2:8]([C:6]1[CH:5]=[CH:4][C:3]([NH:12][C:13](=[O:15])[CH3:14])=[C:2]([C:16]#[N:17])[CH:7]=1)[CH2:9][CH2:10][CH3:11]. (2) Given the reactants CCCC[N+](CCCC)(CCCC)CCCC.[F-].[Si]([O:26][C@H:27]1[CH2:32][CH2:31][C@@:30]([C@H:34]2[CH2:42][CH2:41][C@@:40]3([CH3:43])[C@@H:36]([CH2:37][CH2:38][C:39]3=[CH2:44])[C@@H:35]2[CH2:45][O:46][CH2:47][C:48]2[CH:53]=[CH:52][CH:51]=[CH:50][N:49]=2)([CH3:33])[C@@H:29]([CH2:54][O:55][Si](C(C)(C)C)(C)C)[CH2:28]1)(C(C)(C)C)(C)C, predict the reaction product. The product is: [OH:55][CH2:54][C@@H:29]1[C@@:30]([CH3:33])([C@H:34]2[CH2:42][CH2:41][C@@:40]3([CH3:43])[C@@H:36]([CH2:37][CH2:38][C:39]3=[CH2:44])[C@@H:35]2[CH2:45][O:46][CH2:47][C:48]2[CH:53]=[CH:52][CH:51]=[CH:50][N:49]=2)[CH2:31][CH2:32][C@H:27]([OH:26])[CH2:28]1. (3) Given the reactants Cl[CH2:2][CH2:3][CH2:4][C:5]([C:13]1[CH:18]=[CH:17][C:16]([O:19][CH3:20])=[C:15]([O:21][CH3:22])[CH:14]=1)([CH:10]([CH3:12])[CH3:11])[C:6]([O:8][CH3:9])=[O:7].[CH3:23][NH:24][CH2:25][CH2:26][C:27]1[CH:36]=[CH:35][C:30]([C:31]([O:33][CH3:34])=[O:32])=[CH:29][CH:28]=1, predict the reaction product. The product is: [CH3:22][O:21][C:15]1[CH:14]=[C:13]([C:5]([C:6]([O:8][CH3:9])=[O:7])([CH:10]([CH3:12])[CH3:11])[CH2:4][CH2:3][CH2:2][N:24]([CH3:23])[CH2:25][CH2:26][C:27]2[CH:36]=[CH:35][C:30]([C:31]([O:33][CH3:34])=[O:32])=[CH:29][CH:28]=2)[CH:18]=[CH:17][C:16]=1[O:19][CH3:20]. (4) Given the reactants [CH3:1][O:2][CH2:3][CH2:4][OH:5].Cl[C:7]1[N:11]=[C:10]([CH:12]2[CH2:17][CH:16]([C:18]3[CH:23]=[CH:22][C:21]([C:24]([F:27])([F:26])[F:25])=[CH:20][CH:19]=3)[CH2:15][N:14]([C:28]([N:30]3[CH2:35][CH2:34][O:33][CH2:32][CH2:31]3)=[O:29])[CH2:13]2)[O:9][N:8]=1.O, predict the reaction product. The product is: [CH3:1][O:2][CH2:3][CH2:4][O:5][C:7]1[N:11]=[C:10]([CH:12]2[CH2:17][CH:16]([C:18]3[CH:23]=[CH:22][C:21]([C:24]([F:27])([F:25])[F:26])=[CH:20][CH:19]=3)[CH2:15][N:14]([C:28]([N:30]3[CH2:31][CH2:32][O:33][CH2:34][CH2:35]3)=[O:29])[CH2:13]2)[O:9][N:8]=1. (5) Given the reactants C[O-].[Na+].[C:4]([O:11]C)(=O)[CH2:5][C:6]([O:8][CH3:9])=[O:7].[Br:13][C:14]1[CH:19]=[C:18]([CH3:20])[C:17]([CH2:21][C:22](=[O:31])[CH:23]=[CH:24][C:25]2[CH:30]=[CH:29][CH:28]=[CH:27][N:26]=2)=[C:16]([CH3:32])[CH:15]=1, predict the reaction product. The product is: [CH3:9][O:8][C:6]([CH:5]1[CH:24]([C:25]2[CH:30]=[CH:29][CH:28]=[CH:27][N:26]=2)[CH2:23][C:22](=[O:31])[CH:21]([C:17]2[C:16]([CH3:32])=[CH:15][C:14]([Br:13])=[CH:19][C:18]=2[CH3:20])[C:4]1=[O:11])=[O:7]. (6) Given the reactants [N+:1]([C:4]1[O:8][C:7]([C:9]([OH:11])=[O:10])=[CH:6][CH:5]=1)([O-:3])=[O:2].[CH3:12][C@@:13]12[C@H:22]3[CH2:23][CH2:24][C@:25]4([CH3:31])[C:29](=[O:30])[CH2:28][CH2:27][C@H:26]4[C@@H:21]3[CH2:20][CH2:19][C@H:18]1[CH2:17][C@@H:16]([OH:32])[CH2:15][CH2:14]2.CCN=C=NCCCN(C)C.C1COCC1, predict the reaction product. The product is: [OH:32][C@H:16]1[CH2:15][CH2:14][C@@:13]2([CH3:12])[C@@H:18]([CH2:19][CH2:20][C@@H:21]3[C@@H:22]2[CH2:23][CH2:24][C@@:25]2([CH3:31])[C@H:26]3[CH2:27][CH2:28][C:29]2=[O:30])[CH2:17]1.[N+:1]([C:4]1[O:8][C:7]([C:9]([O-:11])=[O:10])=[CH:6][CH:5]=1)([O-:3])=[O:2]. (7) Given the reactants Cl.[NH2:2][C@@H:3]([CH2:9][CH2:10][Cl:11])[C:4]([O:6][CH2:7][CH3:8])=[O:5].[Cl:12][C:13]1[S:17][C:16]([CH2:18][CH2:19][S:20](Cl)(=[O:22])=[O:21])=[CH:15][CH:14]=1, predict the reaction product. The product is: [Cl:11][CH2:10][CH2:9][C@H:3]([NH:2][S:20]([CH2:19][CH2:18][C:16]1[S:17][C:13]([Cl:12])=[CH:14][CH:15]=1)(=[O:22])=[O:21])[C:4]([O:6][CH2:7][CH3:8])=[O:5]. (8) Given the reactants [C:1]([O:7][CH2:8][C:9]([NH2:11])=[S:10])(=[O:6])[C:2]([CH3:5])([CH3:4])[CH3:3].Br[CH2:13][C:14](=O)[C:15]([OH:17])=[O:16].[CH3:19][CH2:20]O, predict the reaction product. The product is: [C:1]([O:7][CH2:8][C:9]1[S:10][CH:13]=[C:14]([C:15]([O:17][CH2:19][CH3:20])=[O:16])[N:11]=1)(=[O:6])[C:2]([CH3:5])([CH3:4])[CH3:3]. (9) The product is: [N+:8]([C:11]1[CH:12]=[CH:13][C:14]([NH:17][C:18]([NH:1][C:2]2[CH:7]=[CH:6][CH:5]=[CH:4][CH:3]=2)=[S:19])=[CH:15][CH:16]=1)([O-:10])=[O:9]. Given the reactants [NH2:1][C:2]1[CH:7]=[CH:6][CH:5]=[CH:4][CH:3]=1.[N+:8]([C:11]1[CH:16]=[CH:15][C:14]([N:17]=[C:18]=[S:19])=[CH:13][CH:12]=1)([O-:10])=[O:9], predict the reaction product. (10) The product is: [CH2:1]([O:3][C:4](=[O:21])[C:5]1[CH:10]=[CH:9][C:8]([NH:11][CH:12]2[CH2:13][CH2:14][CH2:15][CH2:16][CH2:17]2)=[C:7]([NH2:18])[CH:6]=1)[CH3:2]. Given the reactants [CH2:1]([O:3][C:4](=[O:21])[C:5]1[CH:10]=[CH:9][C:8]([NH:11][CH:12]2[CH2:17][CH2:16][CH2:15][CH2:14][CH2:13]2)=[C:7]([N+:18]([O-])=O)[CH:6]=1)[CH3:2], predict the reaction product.